This data is from Full USPTO retrosynthesis dataset with 1.9M reactions from patents (1976-2016). The task is: Predict the reactants needed to synthesize the given product. (1) Given the product [CH3:27][S:28]([O:1][CH2:2][CH:3]1[CH2:5][C:4]1([NH:15][C:16]([O:17][CH3:18])=[O:19])[C:6]1[CH:11]=[CH:10][CH:9]=[C:8]([N+:12]([O-:14])=[O:13])[CH:7]=1)(=[O:30])=[O:29], predict the reactants needed to synthesize it. The reactants are: [OH:1][CH2:2][CH:3]1[CH2:5][C:4]1([NH:15][C:16](=[O:19])[O:17][CH3:18])[C:6]1[CH:11]=[CH:10][CH:9]=[C:8]([N+:12]([O-:14])=[O:13])[CH:7]=1.C(N(CC)CC)C.[CH3:27][S:28](Cl)(=[O:30])=[O:29]. (2) Given the product [Cl:1][C:2]1[CH:3]=[C:4]([NH:9][C:11](=[O:10])[O:13][C:14]([CH3:17])([CH3:16])[CH3:15])[CH:5]=[N:6][C:7]=1[Cl:8], predict the reactants needed to synthesize it. The reactants are: [Cl:1][C:2]1[CH:3]=[C:4]([NH2:9])[CH:5]=[N:6][C:7]=1[Cl:8].[O:10](C(OC(C)(C)C)=O)[C:11]([O:13][C:14]([CH3:17])([CH3:16])[CH3:15])=O. (3) Given the product [F:17][C:5]1[C:6]([NH:8][C:9]2[CH:10]=[C:11]([CH:14]3[CH2:16][CH2:15]3)[NH:12][N:13]=2)=[N:7][C:2]([NH:27][C@H:25]([C:22]2[CH:21]=[CH:20][C:19]([F:18])=[CH:24][N:23]=2)[CH3:26])=[N:3][CH:4]=1, predict the reactants needed to synthesize it. The reactants are: Cl[C:2]1[N:7]=[C:6]([NH:8][C:9]2[NH:13][N:12]=[C:11]([CH:14]3[CH2:16][CH2:15]3)[CH:10]=2)[C:5]([F:17])=[CH:4][N:3]=1.[F:18][C:19]1[CH:20]=[CH:21][C:22]([C@@H:25]([NH2:27])[CH3:26])=[N:23][CH:24]=1.CCN(C(C)C)C(C)C. (4) Given the product [N+:3]1([O-:1])[O:15][N:13]=[C:5]2[CH:6]=[C:7]([C:8]([OH:10])=[O:9])[CH:11]=[CH:12][C:4]=12, predict the reactants needed to synthesize it. The reactants are: [OH-:1].[K+].[NH2:3][C:4]1[CH:12]=[CH:11][C:7]([C:8]([OH:10])=[O:9])=[CH:6][C:5]=1[N+:13]([O-:15])=O.Cl[O-].[Na+].Cl.[Cl-].[Na+].